From a dataset of Full USPTO retrosynthesis dataset with 1.9M reactions from patents (1976-2016). Predict the reactants needed to synthesize the given product. (1) Given the product [Br-:30].[OH:10][C:9]([C:16]1[S:17][CH:18]=[CH:19][CH:20]=1)([C:11]1[S:12][CH:13]=[CH:14][CH:15]=1)[C:4]12[CH2:5][CH2:6][N+:1]([CH2:29][CH2:28][O:27][C:21]3[CH:26]=[CH:25][CH:24]=[CH:23][CH:22]=3)([CH2:8][CH2:7]1)[CH2:2][CH2:3]2, predict the reactants needed to synthesize it. The reactants are: [N:1]12[CH2:8][CH2:7][C:4]([C:9]([C:16]3[S:17][CH:18]=[CH:19][CH:20]=3)([C:11]3[S:12][CH:13]=[CH:14][CH:15]=3)[OH:10])([CH2:5][CH2:6]1)[CH2:3][CH2:2]2.[C:21]1([O:27][CH2:28][CH2:29][Br:30])[CH:26]=[CH:25][CH:24]=[CH:23][CH:22]=1. (2) Given the product [F:1][C:2]1[CH:10]=[CH:9][C:8]2[N:7]([CH2:11][C:12]3[CH:13]=[CH:14][C:15]([C:16]([O:18][CH3:19])=[O:17])=[CH:20][CH:21]=3)[C:6]3[CH2:22][CH2:23][N:24]([CH2:27][CH2:33][N:32]([CH2:31][CH2:30][OH:41])[CH3:36])[C:25](=[O:26])[C:5]=3[C:4]=2[CH:3]=1, predict the reactants needed to synthesize it. The reactants are: [F:1][C:2]1[CH:10]=[CH:9][C:8]2[N:7]([CH2:11][C:12]3[CH:21]=[CH:20][C:15]([C:16]([O:18][CH3:19])=[O:17])=[CH:14][CH:13]=3)[C:6]3[CH2:22][CH2:23][N:24]([CH2:27]CO)[C:25](=[O:26])[C:5]=3[C:4]=2[CH:3]=1.[CH3:30][CH2:31][N:32]([CH:36](C)C)[CH:33](C)C.CS(Cl)(=O)=[O:41].CNCCO. (3) Given the product [CH2:27]([N:22]1[CH2:21][CH2:20][N:16]2[C:17]3[CH:18]=[CH:19][C:11]([O:10][CH:7]4[CH2:8][CH2:9][N:4]([CH:1]([CH3:3])[CH3:2])[CH2:5][CH2:6]4)=[CH:12][C:13]=3[CH:14]=[C:15]2[C:23]1=[O:24])[C:28]1[CH:33]=[CH:32][CH:31]=[CH:30][CH:29]=1, predict the reactants needed to synthesize it. The reactants are: [CH:1]([N:4]1[CH2:9][CH2:8][CH:7]([O:10][C:11]2[CH:19]=[CH:18][C:17]3[N:16]4[CH2:20][CH2:21][NH:22][C:23](=[O:24])[C:15]4=[CH:14][C:13]=3[CH:12]=2)[CH2:6][CH2:5]1)([CH3:3])[CH3:2].[H-].[Na+].[CH2:27](Br)[C:28]1[CH:33]=[CH:32][CH:31]=[CH:30][CH:29]=1.